Dataset: Catalyst prediction with 721,799 reactions and 888 catalyst types from USPTO. Task: Predict which catalyst facilitates the given reaction. (1) Reactant: [CH3:1][O-:2].[Na+].[O:4]1C2C=CC=CC=2N[C:6](=O)[CH2:5]1.[CH3:15][N:16](C)[C:17]1C=C[C:20]([CH:21]=[O:22])=CC=1. Product: [CH2:5]([OH:4])[CH3:6].[CH3:15][N:16]([CH:1]=[O:2])[CH3:17].[CH2:21]([OH:22])[CH3:20]. The catalyst class is: 3. (2) Reactant: C[O:2][C:3](=O)[CH2:4][CH2:5][CH2:6][CH2:7][CH2:8][NH:9][C:10]([NH:12][S:13]([C:16]1[CH:21]=[CH:20][C:19]([CH3:22])=[CH:18][CH:17]=1)(=[O:15])=[O:14])=[O:11].[NH2:24][OH:25].Cl.C[O-].[Na+]. Product: [OH:25][NH:24][C:3](=[O:2])[CH2:4][CH2:5][CH2:6][CH2:7][CH2:8][NH:9][C:10]([NH:12][S:13]([C:16]1[CH:21]=[CH:20][C:19]([CH3:22])=[CH:18][CH:17]=1)(=[O:15])=[O:14])=[O:11]. The catalyst class is: 5. (3) Reactant: [Br:1][C:2]1[CH:9]=[C:8](F)[CH:7]=[CH:6][C:3]=1[C:4]#[N:5].COC1C=C(C=C(OC)C=1OC)C[NH2:17].FC(F)(F)C(O)=O. Product: [NH2:17][C:8]1[CH:7]=[CH:6][C:3]([C:4]#[N:5])=[C:2]([Br:1])[CH:9]=1. The catalyst class is: 2.